The task is: Binary Classification. Given a T-cell receptor sequence (or CDR3 region) and an epitope sequence, predict whether binding occurs between them.. This data is from TCR-epitope binding with 47,182 pairs between 192 epitopes and 23,139 TCRs. (1) The epitope is TEKSNIIRGW. The TCR CDR3 sequence is CASSPRGDGWEQYF. Result: 0 (the TCR does not bind to the epitope). (2) The epitope is YVLDHLIVV. The TCR CDR3 sequence is CSASNQESYGYTF. Result: 1 (the TCR binds to the epitope). (3) The epitope is ALLADKFPV. The TCR CDR3 sequence is CASSPGLSGNTIYF. Result: 0 (the TCR does not bind to the epitope).